From a dataset of Peptide-MHC class I binding affinity with 185,985 pairs from IEDB/IMGT. Regression. Given a peptide amino acid sequence and an MHC pseudo amino acid sequence, predict their binding affinity value. This is MHC class I binding data. (1) The peptide sequence is SIMETIDPVY. The MHC is HLA-A31:01 with pseudo-sequence HLA-A31:01. The binding affinity (normalized) is 0.151. (2) The binding affinity (normalized) is 0. The peptide sequence is SEIDLILGY. The MHC is HLA-B42:01 with pseudo-sequence HLA-B42:01. (3) The peptide sequence is IMTSTRTIIL. The MHC is HLA-A02:06 with pseudo-sequence HLA-A02:06. The binding affinity (normalized) is 0.438.